Dataset: Forward reaction prediction with 1.9M reactions from USPTO patents (1976-2016). Task: Predict the product of the given reaction. (1) Given the reactants Cl.[Cl:2][C:3]1[CH:4]=[CH:5][C:6]2[N:7]([C:9]([CH2:20]Cl)=[C:10]([C:12]3[CH:19]=[CH:18][C:15]([C:16]#[N:17])=[CH:14][CH:13]=3)[N:11]=2)[CH:8]=1.[Cl:22][C:23]1[CH:28]=[C:27]([CH3:29])[N:26]=[C:25]([NH2:30])[N:24]=1, predict the reaction product. The product is: [Cl:2][C:3]1[CH:4]=[CH:5][C:6]2[N:7]([C:9]([CH2:20][NH:30][C:25]3[N:24]=[C:23]([Cl:22])[CH:28]=[C:27]([CH3:29])[N:26]=3)=[C:10]([C:12]3[CH:13]=[CH:14][C:15]([C:16]#[N:17])=[CH:18][CH:19]=3)[N:11]=2)[CH:8]=1. (2) Given the reactants [S:1]1[CH:5]=[CH:4][C:3]([CH:6]=O)=[C:2]1[CH:8]=O.COP([CH:16]([NH:20]C(=O)C)[C:17](=[O:19])[CH3:18])(=O)OC.N12CCCN=C1CCCCC2, predict the reaction product. The product is: [S:1]1[C:2]2=[CH:8][N:20]=[C:16]([C:17](=[O:19])[CH3:18])[CH:6]=[C:3]2[CH:4]=[CH:5]1.